This data is from Full USPTO retrosynthesis dataset with 1.9M reactions from patents (1976-2016). The task is: Predict the reactants needed to synthesize the given product. Given the product [ClH:17].[CH2:1]([O:4][C:5]1[C:12]([O:13][CH3:14])=[CH:11][C:8]([CH2:9][C:21]2[C:30]3[C:25](=[C:26]([OH:34])[C:27]([O:31][CH2:32][CH3:33])=[CH:28][CH:29]=3)[CH:24]=[N:23][CH:22]=2)=[CH:7][C:6]=1[O:15][CH3:16])[CH:2]=[CH2:3], predict the reactants needed to synthesize it. The reactants are: [CH2:1]([O:4][C:5]1[C:12]([O:13][CH3:14])=[CH:11][C:8]([CH:9]=O)=[CH:7][C:6]=1[O:15][CH3:16])[CH:2]=[CH2:3].[ClH:17].C(O[CH:21](OCC)[CH2:22][NH:23][CH2:24][C:25]1[CH:30]=[CH:29][CH:28]=[C:27]([O:31][CH2:32][CH3:33])[C:26]=1[OH:34])C.